This data is from Catalyst prediction with 721,799 reactions and 888 catalyst types from USPTO. The task is: Predict which catalyst facilitates the given reaction. (1) Reactant: [O:1]=[C:2]1[C:6]2([CH2:11][CH2:10][NH:9][CH2:8][CH2:7]2)[N:5]([C:12]2[CH:17]=[CH:16][CH:15]=[CH:14][CH:13]=2)[CH2:4][N:3]1[CH2:18][C:19]1[CH:20]=[C:21]([CH:29]=[CH:30][CH:31]=1)[C:22]([O:24][C:25]([CH3:28])([CH3:27])[CH3:26])=[O:23].C(=O)([O-])[O-].[K+].[K+].[I-].[Na+].Cl[CH2:41][CH2:42][CH2:43][N:44]1[C:48]2[CH:49]=[CH:50][CH:51]=[CH:52][C:47]=2[N:46]=[N:45]1. Product: [N:44]1([CH2:43][CH2:42][CH2:41][N:9]2[CH2:10][CH2:11][C:6]3([N:5]([C:12]4[CH:13]=[CH:14][CH:15]=[CH:16][CH:17]=4)[CH2:4][N:3]([CH2:18][C:19]4[CH:20]=[C:21]([CH:29]=[CH:30][CH:31]=4)[C:22]([O:24][C:25]([CH3:28])([CH3:26])[CH3:27])=[O:23])[C:2]3=[O:1])[CH2:7][CH2:8]2)[C:48]2[CH:49]=[CH:50][CH:51]=[CH:52][C:47]=2[N:46]=[N:45]1. The catalyst class is: 131. (2) Reactant: C([O:8][C:9](=[O:22])[CH2:10][N:11]1[C:15]([C:16]2[CH:21]=[CH:20][CH:19]=[CH:18][CH:17]=2)=[CH:14][N:13]=[CH:12]1)C1C=CC=CC=1.[H][H]. Product: [C:16]1([C:15]2[N:11]([CH2:10][C:9]([OH:22])=[O:8])[CH:12]=[N:13][CH:14]=2)[CH:17]=[CH:18][CH:19]=[CH:20][CH:21]=1. The catalyst class is: 19. (3) Reactant: Cl[CH2:2][CH2:3][CH2:4][CH2:5][S:6]([NH:9][C:10]1[CH:11]=[C:12]([C:21]([O:23][CH2:24][CH3:25])=[O:22])[CH:13]=[C:14]2[C:18]=1[NH:17][CH:16]=[C:15]2[CH2:19][CH3:20])(=[O:8])=[O:7].CCN(CC)CC. Product: [O:7]=[S:6]1(=[O:8])[CH2:5][CH2:4][CH2:3][CH2:2][N:9]1[C:10]1[CH:11]=[C:12]([C:21]([O:23][CH2:24][CH3:25])=[O:22])[CH:13]=[C:14]2[C:18]=1[NH:17][CH:16]=[C:15]2[CH2:19][CH3:20]. The catalyst class is: 14.